From a dataset of Full USPTO retrosynthesis dataset with 1.9M reactions from patents (1976-2016). Predict the reactants needed to synthesize the given product. (1) Given the product [ClH:38].[O:1]1[C:6]2[CH:7]=[CH:8][C:9]([CH2:11][N:12]3[CH2:13][CH2:14][CH:15]([NH:18][CH2:19][CH2:20][N:21]4[C:30]5[C:25](=[CH:26][CH:27]=[C:28]([O:31][CH3:32])[CH:29]=5)[C:24]([C:33]([O:35][CH3:36])=[O:34])=[CH:23][C:22]4=[O:37])[CH2:16][CH2:17]3)=[CH:10][C:5]=2[O:4][CH2:3][CH2:2]1, predict the reactants needed to synthesize it. The reactants are: [O:1]1[C:6]2[CH:7]=[CH:8][C:9]([CH2:11][N:12]3[CH2:17][CH2:16][CH:15]([NH:18][CH2:19][CH2:20][N:21]4[C:30]5[C:25](=[CH:26][CH:27]=[C:28]([O:31][CH3:32])[CH:29]=5)[C:24]([C:33]([O:35][CH3:36])=[O:34])=[CH:23][C:22]4=[O:37])[CH2:14][CH2:13]3)=[CH:10][C:5]=2[O:4][CH2:3][CH2:2]1.[ClH:38].C(OCC)(=O)C. (2) Given the product [Br:1][C:2]1[CH:7]=[C:6]([CH:8]2[CH2:9][CH:24]([OH:28])[CH:23]([OH:27])[CH2:26]2)[CH:5]=[CH:21][C:20]=1[O:19][CH3:18], predict the reactants needed to synthesize it. The reactants are: [Br:1][C:2]1[CH:7]=[C:6]([CH:8]2CC=C[CH2:9]2)[CH:5]=CC=1OC.C[N+]1([O-])[CH2:21][CH2:20][O:19][CH2:18]C1.[C:23]([OH:27])([CH3:26])(C)[CH3:24].[OH2:28]. (3) The reactants are: [CH3:1][C:2]1[CH:7]=[C:6]([N+:8]([O-:10])=[O:9])[CH:5]=[C:4]([CH3:11])[C:3]=1[OH:12].[H-].[Na+].C1C=CC(N([S:22]([C:25]([F:28])([F:27])[F:26])(=[O:24])=[O:23])[S:22]([C:25]([F:28])([F:27])[F:26])(=[O:24])=[O:23])=CC=1. Given the product [F:26][C:25]([F:28])([F:27])[S:22]([O:12][C:3]1[C:2]([CH3:1])=[CH:7][C:6]([N+:8]([O-:10])=[O:9])=[CH:5][C:4]=1[CH3:11])(=[O:24])=[O:23], predict the reactants needed to synthesize it. (4) Given the product [CH:31]([C:27]1[CH:26]=[C:25]([C:2]2[CH:7]=[CH:6][CH:5]=[C:4]([C:8]([NH:10][CH2:11][CH2:12][N:13]3[CH2:17][CH2:16][CH2:15][CH2:14]3)=[O:9])[CH:3]=2)[CH:30]=[CH:29][CH:28]=1)=[O:32], predict the reactants needed to synthesize it. The reactants are: Br[C:2]1[CH:3]=[C:4]([C:8]([NH:10][CH2:11][CH2:12][N:13]2[CH2:17][CH2:16][CH2:15][CH2:14]2)=[O:9])[CH:5]=[CH:6][CH:7]=1.C(=O)([O-])[O-].[Na+].[Na+].B(O)(O)[C:25]1[CH:30]=[CH:29][CH:28]=[C:27]([CH:31]=[O:32])[CH:26]=1.